Dataset: Full USPTO retrosynthesis dataset with 1.9M reactions from patents (1976-2016). Task: Predict the reactants needed to synthesize the given product. Given the product [NH2:34][C:13]1[N:12]=[C:11]([NH:20][C@H:21]2[C@@H:25]3[O:26][C:27]([CH3:29])([CH3:30])[O:28][C@@H:24]3[C@@H:23]([CH2:31][OH:32])[CH2:22]2)[C:10]([C:2]2[S:1][C:5]3[CH:6]=[CH:7][CH:8]=[CH:9][C:4]=3[N:3]=2)=[CH:15][N:14]=1, predict the reactants needed to synthesize it. The reactants are: [S:1]1[C:5]2[CH:6]=[CH:7][CH:8]=[CH:9][C:4]=2[N:3]=[C:2]1[C:10]1[C:11]([NH:20][C@H:21]2[C@@H:25]3[O:26][C:27]([CH3:30])([CH3:29])[O:28][C@@H:24]3[C@@H:23]([CH2:31][OH:32])[CH2:22]2)=[N:12][C:13](S(C)(=O)=O)=[N:14][CH:15]=1.[OH-].[NH4+:34].O.